From a dataset of Catalyst prediction with 721,799 reactions and 888 catalyst types from USPTO. Predict which catalyst facilitates the given reaction. (1) Reactant: Cl.C([N:9]1[CH2:18][CH2:17][C:16]2[N:15]=[C:14]([Cl:19])[C:13]([C:20]([O:22][CH2:23][CH3:24])=[O:21])=[CH:12][C:11]=2[CH2:10]1)C1C=CC=CC=1.ClC(OC(Cl)C)=O. Product: [ClH:19].[Cl:19][C:14]1[C:13]([C:20]([O:22][CH2:23][CH3:24])=[O:21])=[CH:12][C:11]2[CH2:10][NH:9][CH2:18][CH2:17][C:16]=2[N:15]=1. The catalyst class is: 98. (2) Reactant: C1(P(C2C=CC=CC=2)C2C=CC=CC=2)C=CC=CC=1.BrN1C(=O)CCC1=O.[CH:28]1([CH2:33][CH:34]([C:38]2[CH:43]=[CH:42][C:41]([N:44]3[C:48]([CH3:49])=[N:47][N:46]=[N:45]3)=[C:40]([C:50]([F:53])([F:52])[F:51])[CH:39]=2)[C:35]([OH:37])=O)[CH2:32][CH2:31][CH2:30][CH2:29]1.[NH2:54][C:55]1[S:56][CH:57]=[CH:58][N:59]=1. Product: [CH:28]1([CH2:33][CH:34]([C:38]2[CH:43]=[CH:42][C:41]([N:44]3[C:48]([CH3:49])=[N:47][N:46]=[N:45]3)=[C:40]([C:50]([F:52])([F:51])[F:53])[CH:39]=2)[C:35]([NH:54][C:55]2[S:56][CH:57]=[CH:58][N:59]=2)=[O:37])[CH2:32][CH2:31][CH2:30][CH2:29]1. The catalyst class is: 2. (3) Reactant: [O:1]=[C:2]1[C:11]2[CH:10]=[CH:9][CH:8]=[C:7]3[NH:12][CH:13]([C:21]4[CH:28]=[CH:27][C:24]([CH:25]=O)=[CH:23][CH:22]=4)[CH:14]([C:15]4[CH:20]=[CH:19][CH:18]=[CH:17][CH:16]=4)[C:5]([C:6]=23)=[N:4][NH:3]1.C(O)(=O)C.[NH:33]1[CH2:37][CH2:36][CH2:35][CH2:34]1.[BH4-].[Na+]. Product: [C:15]1([CH:14]2[C:5]3=[N:4][NH:3][C:2](=[O:1])[C:11]4[CH:10]=[CH:9][CH:8]=[C:7]([C:6]=43)[NH:12][CH:13]2[C:21]2[CH:28]=[CH:27][C:24]([CH2:25][N:33]3[CH2:37][CH2:36][CH2:35][CH2:34]3)=[CH:23][CH:22]=2)[CH:16]=[CH:17][CH:18]=[CH:19][CH:20]=1. The catalyst class is: 2.